From a dataset of Reaction yield outcomes from USPTO patents with 853,638 reactions. Predict the reaction yield, written as a fraction of the theoretical maximum amount of product (1.0 means a 100% yield; for example, 0.34 means a 34% yield). The reactants are [CH2:1]([N:3]1[C:7]([C:8]2[CH:9]=[C:10]([C:13]([O:15][CH3:16])=[O:14])[S:11][CH:12]=2)=[CH:6][CH:5]=[N:4]1)[CH3:2].C1C(=O)N([Br:24])C(=O)C1. The catalyst is C1COCC1. The product is [Br:24][C:6]1[CH:5]=[N:4][N:3]([CH2:1][CH3:2])[C:7]=1[C:8]1[CH:9]=[C:10]([C:13]([O:15][CH3:16])=[O:14])[S:11][CH:12]=1. The yield is 0.780.